Dataset: Peptide-MHC class I binding affinity with 185,985 pairs from IEDB/IMGT. Task: Regression. Given a peptide amino acid sequence and an MHC pseudo amino acid sequence, predict their binding affinity value. This is MHC class I binding data. The peptide sequence is MMMGMFNML. The MHC is HLA-B07:02 with pseudo-sequence HLA-B07:02. The binding affinity (normalized) is 0.0847.